From a dataset of Retrosynthesis with 50K atom-mapped reactions and 10 reaction types from USPTO. Predict the reactants needed to synthesize the given product. (1) Given the product Cc1ccc(C(=O)O)cc1C(=O)Nc1ccc(N)nc1, predict the reactants needed to synthesize it. The reactants are: COC(=O)c1ccc(C)c(C(=O)Nc2ccc(N)nc2)c1. (2) The reactants are: Cc1cc(C(=O)O)n[nH]1.Nc1cnc(OCC(F)(F)F)c(-c2ccc(Cl)cc2)c1. Given the product Cc1cc(C(=O)Nc2cnc(OCC(F)(F)F)c(-c3ccc(Cl)cc3)c2)n[nH]1, predict the reactants needed to synthesize it. (3) Given the product COC(=O)CN=Cc1ccccc1, predict the reactants needed to synthesize it. The reactants are: COC(=O)CN.O=Cc1ccccc1. (4) Given the product CN(c1ccccc1Cl)C1CCN(C(=O)OC(C)(C)C)CC1, predict the reactants needed to synthesize it. The reactants are: CC(C)(C)OC(=O)N1CCC(Nc2ccccc2Cl)CC1.CI. (5) Given the product CNCCN(C)C(=O)OC(C)(C)C, predict the reactants needed to synthesize it. The reactants are: CC(C)(C)OC(=O)OC(=O)OC(C)(C)C.CNCCNC. (6) The reactants are: COC(=O)c1ccc(C=C2CCOC2=O)cc1. Given the product COC(=O)c1ccc(CC2CCOC2=O)cc1, predict the reactants needed to synthesize it. (7) Given the product COCCCc1cc(CN(C(=O)[C@H]2CN(C(=O)OC(C)(C)C)CC[C@@H]2c2ccc(OCCOc3c(Cl)cc(C)cc3Cl)cc2)C2CC2)cc(OCCOC)c1, predict the reactants needed to synthesize it. The reactants are: COCCBr.COCCCc1cc(O)cc(CN(C(=O)[C@H]2CN(C(=O)OC(C)(C)C)CC[C@@H]2c2ccc(OCCOc3c(Cl)cc(C)cc3Cl)cc2)C2CC2)c1. (8) The reactants are: COc1ccccc1CSCCCOc1ccc(N2CCN(C(=O)OC(C)(C)C)C[C@@H]2COc2ccc3ccccc3c2)cc1. Given the product COc1ccccc1CSCCCOc1ccc(N2CCNC[C@@H]2COc2ccc3ccccc3c2)cc1, predict the reactants needed to synthesize it.